From a dataset of Reaction yield outcomes from USPTO patents with 853,638 reactions. Predict the reaction yield, written as a fraction of the theoretical maximum amount of product (1.0 means a 100% yield; for example, 0.34 means a 34% yield). (1) The reactants are [O-]P([O-])([O-])=O.[K+].[K+].[K+].[CH:9]1([NH2:15])[CH2:14][CH2:13][CH2:12][CH2:11][CH2:10]1.C(O)CO.I[C:21]1[CH:26]=[CH:25][C:24]([O:27][CH3:28])=[CH:23][CH:22]=1.N. The catalyst is C(O)CCC.O.[Cu]I. The product is [CH3:28][O:27][C:24]1[CH:25]=[CH:26][C:21]([NH:15][CH:9]2[CH2:14][CH2:13][CH2:12][CH2:11][CH2:10]2)=[CH:22][CH:23]=1. The yield is 0.700. (2) The reactants are [Cl:1][C:2]1[C:3]([F:35])=[C:4]([C@@H:8]2[C@:12]([C:15]3[CH:20]=[CH:19][C:18]([Cl:21])=[CH:17][C:16]=3[F:22])([C:13]#[N:14])[C@H:11]([CH2:23][C:24]([CH3:27])([CH3:26])[CH3:25])[CH2:10][N:9]2[C:28](NCC(O)=O)=O)[CH:5]=[CH:6][CH:7]=1.CCN(C(C)C)C(C)C.C[N:46]([C:48]([O:52]N1N=NC2C=CC=NC1=2)=[N+](C)C)C.F[P-](F)(F)(F)(F)F.[Cl-].[NH4+]. The catalyst is CN(C)C=O. The product is [Cl:1][C:2]1[C:3]([F:35])=[C:4]([C@@H:8]2[C@:12]([C:15]3[CH:20]=[CH:19][C:18]([Cl:21])=[CH:17][C:16]=3[F:22])([C:13]#[N:14])[C@H:11]([CH2:23][C:24]([CH3:25])([CH3:26])[CH3:27])[CH2:10][N:9]2[CH2:28][C:48]([NH2:46])=[O:52])[CH:5]=[CH:6][CH:7]=1. The yield is 0.643. (3) The reactants are [Br:1][C:2]1[CH:7]=[CH:6][C:5]([CH:8]2[CH2:13][CH2:12][NH:11][CH2:10][CH2:9]2)=[CH:4][CH:3]=1.C(N(CC)CC)C.[C:21](OC(=O)C)(=[O:23])[CH3:22]. The catalyst is ClCCl. The product is [Br:1][C:2]1[CH:7]=[CH:6][C:5]([CH:8]2[CH2:9][CH2:10][N:11]([C:21](=[O:23])[CH3:22])[CH2:12][CH2:13]2)=[CH:4][CH:3]=1. The yield is 0.600. (4) The reactants are [CH3:1][O:2][C:3]([C:5]1[CH:13]=[C:12]2[C:8]([CH:9]=[CH:10][N:11]2[CH2:14][CH3:15])=[CH:7][CH:6]=1)=[O:4].O=P(Cl)(Cl)Cl.[OH-].[Na+].CN([CH:26]=[O:27])C. No catalyst specified. The product is [CH3:1][O:2][C:3]([C:5]1[CH:13]=[C:12]2[C:8]([C:9]([CH:26]=[O:27])=[CH:10][N:11]2[CH2:14][CH3:15])=[CH:7][CH:6]=1)=[O:4]. The yield is 0.960. (5) The reactants are [CH3:1][O:2][C:3]1[CH:18]=[CH:17][C:6]([CH2:7][N:8]2[N:12]=[N:11][C:10]([CH2:13][C:14](Cl)=[O:15])=[N:9]2)=[CH:5][CH:4]=1.N1C=CC=CC=1.[CH:25]([C:28]1[N:29]=[C:30]([CH2:33][CH2:34][C:35]2[CH:51]=[CH:50][N:38]3[C:39](=[O:49])[CH:40]=[C:41]([N:43]4[CH2:48][CH2:47][O:46][CH2:45][CH2:44]4)[N:42]=[C:37]3[CH:36]=2)[S:31][CH:32]=1)([CH3:27])[CH3:26]. The catalyst is C(Cl)Cl. The product is [CH:25]([C:28]1[N:29]=[C:30]([CH2:33][CH2:34][C:35]2[CH:51]=[CH:50][N:38]3[C:39](=[O:49])[C:40]([C:14](=[O:15])[CH2:13][C:10]4[N:11]=[N:12][N:8]([CH2:7][C:6]5[CH:17]=[CH:18][C:3]([O:2][CH3:1])=[CH:4][CH:5]=5)[N:9]=4)=[C:41]([N:43]4[CH2:44][CH2:45][O:46][CH2:47][CH2:48]4)[N:42]=[C:37]3[CH:36]=2)[S:31][CH:32]=1)([CH3:27])[CH3:26]. The yield is 0.0780. (6) The reactants are C([NH:8][C:9]1[C:29]2[CH2:28][CH2:27][CH2:26][C:25]=2[C:12]2[O:13][CH2:14][CH:15]([C:16]3[CH:21]=[CH:20][C:19]([CH:22]([CH3:24])[CH3:23])=[CH:18][CH:17]=3)[C:11]=2[C:10]=1[CH3:30])C1C=CC=CC=1. The catalyst is CCCCCC.C(OCC)(=O)C. The product is [CH:22]([C:19]1[CH:18]=[CH:17][C:16]([CH:15]2[CH2:14][O:13][C:12]3[C:25]4[CH2:26][CH2:27][CH2:28][C:29]=4[C:9]([NH2:8])=[C:10]([CH3:30])[C:11]2=3)=[CH:21][CH:20]=1)([CH3:24])[CH3:23]. The yield is 0.910.